Dataset: Reaction yield outcomes from USPTO patents with 853,638 reactions. Task: Predict the reaction yield, written as a fraction of the theoretical maximum amount of product (1.0 means a 100% yield; for example, 0.34 means a 34% yield). (1) The reactants are [H-].[Na+].[NH:3]1[CH:7]=[CH:6][N:5]=[CH:4]1.[CH3:8][Si:9]([CH3:16])([CH3:15])[CH2:10][CH2:11][O:12][CH2:13]Cl. The catalyst is O1CCCC1. The product is [CH3:8][Si:9]([CH3:16])([CH3:15])[CH2:10][CH2:11][O:12][CH2:13][N:3]1[CH:7]=[CH:6][N:5]=[CH:4]1. The yield is 0.890. (2) The reactants are [CH2:1]([C@@H:8]1[CH2:12][O:11][C:10](=[O:13])[NH:9]1)[C:2]1[CH:7]=[CH:6][CH:5]=[CH:4][CH:3]=1.C[Si]([N-][Si](C)(C)C)(C)C.[Li+].[Cl:24][C:25]1[CH:30]=[CH:29][C:28](/[CH:31]=[CH:32]/[C:33](Cl)=[O:34])=[CH:27][C:26]=1[F:36].C(=O)(O)[O-].[Na+]. The product is [CH2:1]([C@@H:8]1[CH2:12][O:11][C:10](=[O:13])[N:9]1[C:33](=[O:34])/[CH:32]=[CH:31]/[C:28]1[CH:29]=[CH:30][C:25]([Cl:24])=[C:26]([F:36])[CH:27]=1)[C:2]1[CH:3]=[CH:4][CH:5]=[CH:6][CH:7]=1. The yield is 1.00. The catalyst is C1COCC1. (3) The reactants are [OH:1][C:2]1[CH:9]=[CH:8][C:5]([CH:6]=O)=[CH:4][CH:3]=1.[NH:10]1[CH2:16][C:14](=[O:15])[NH:13][C:11]1=[O:12].N1CCCCC1.Cl. The catalyst is O. The product is [OH:1][C:2]1[CH:9]=[CH:8][C:5]([CH:6]=[C:16]2[NH:10][C:11](=[O:12])[NH:13][C:14]2=[O:15])=[CH:4][CH:3]=1. The yield is 0.880.